From a dataset of Reaction yield outcomes from USPTO patents with 853,638 reactions. Predict the reaction yield, written as a fraction of the theoretical maximum amount of product (1.0 means a 100% yield; for example, 0.34 means a 34% yield). The reactants are [Si:1]([N:8]1[C:16]2[C:11](=[CH:12][C:13]([F:17])=[CH:14][CH:15]=2)[CH:10]=[CH:9]1)([C:4]([CH3:7])([CH3:6])[CH3:5])([CH3:3])[CH3:2].CN(CCN(C)C)C.[Li]C(CC)C.[B:31](OC(C)C)([O:36]C(C)C)[O:32]C(C)C. The catalyst is C1COCC1.C1CCCCC1.O. The product is [Si:1]([N:8]1[C:16]2[C:11](=[C:12]([B:31]([OH:36])[OH:32])[C:13]([F:17])=[CH:14][CH:15]=2)[CH:10]=[CH:9]1)([C:4]([CH3:7])([CH3:6])[CH3:5])([CH3:3])[CH3:2]. The yield is 0.207.